Dataset: Forward reaction prediction with 1.9M reactions from USPTO patents (1976-2016). Task: Predict the product of the given reaction. (1) Given the reactants C1(S([N:10]2[C:18]3[C:13](=[CH:14][C:15]([NH2:19])=[CH:16][CH:17]=3)[CH:12]=[C:11]2[C:20](=[O:36])[CH2:21][CH2:22][CH:23]2[CH2:28][CH2:27][N:26]([CH2:29][C:30]3[CH:35]=[CH:34][CH:33]=[CH:32][CH:31]=3)[CH2:25][CH2:24]2)(=O)=O)C=CC=CC=1, predict the reaction product. The product is: [NH2:19][C:15]1[CH:14]=[C:13]2[C:18](=[CH:17][CH:16]=1)[NH:10][C:11]([C:20](=[O:36])[CH2:21][CH2:22][CH:23]1[CH2:24][CH2:25][N:26]([CH2:29][C:30]3[CH:31]=[CH:32][CH:33]=[CH:34][CH:35]=3)[CH2:27][CH2:28]1)=[CH:12]2. (2) The product is: [CH3:1][C:2]1[N:3]([C:7]2[CH:8]=[CH:9][C:10]([NH:13][C:14]3[N:15]=[C:16]([CH2:24][CH:25]4[CH2:30][CH2:29][O:28][CH2:27][CH2:26]4)[C:17]4[CH2:23][N:22]([C:31](=[O:33])[CH3:32])[CH2:21][CH2:20][C:18]=4[N:19]=3)=[CH:11][CH:12]=2)[CH:4]=[CH:5][N:6]=1. Given the reactants [CH3:1][C:2]1[N:3]([C:7]2[CH:12]=[CH:11][C:10]([NH:13][C:14]3[N:15]=[C:16]([CH2:24][CH:25]4[CH2:30][CH2:29][O:28][CH2:27][CH2:26]4)[C:17]4[CH2:23][NH:22][CH2:21][CH2:20][C:18]=4[N:19]=3)=[CH:9][CH:8]=2)[CH:4]=[CH:5][N:6]=1.[C:31](OC(=O)C)(=[O:33])[CH3:32], predict the reaction product.